The task is: Regression. Given a peptide amino acid sequence and an MHC pseudo amino acid sequence, predict their binding affinity value. This is MHC class I binding data.. This data is from Peptide-MHC class I binding affinity with 185,985 pairs from IEDB/IMGT. (1) The peptide sequence is RVITAPPYY. The MHC is HLA-A02:12 with pseudo-sequence HLA-A02:12. The binding affinity (normalized) is 0.0847. (2) The peptide sequence is RGAGTGGLGL. The MHC is Mamu-B52 with pseudo-sequence Mamu-B52. The binding affinity (normalized) is 0.312. (3) The peptide sequence is RPRGAPTPT. The MHC is HLA-A66:01 with pseudo-sequence HLA-A66:01. The binding affinity (normalized) is 0.213. (4) The peptide sequence is TKDAERGKL. The MHC is HLA-B46:01 with pseudo-sequence HLA-B46:01. The binding affinity (normalized) is 0.0847. (5) The peptide sequence is DIRQDVIAM. The MHC is HLA-A02:03 with pseudo-sequence HLA-A02:03. The binding affinity (normalized) is 0.0847. (6) The peptide sequence is TVFKGFVNK. The MHC is HLA-A26:01 with pseudo-sequence HLA-A26:01. The binding affinity (normalized) is 0.0847. (7) The peptide sequence is RISRFANLI. The MHC is HLA-A32:01 with pseudo-sequence HLA-A32:01. The binding affinity (normalized) is 0.831.